Dataset: CYP2D6 inhibition data for predicting drug metabolism from PubChem BioAssay. Task: Regression/Classification. Given a drug SMILES string, predict its absorption, distribution, metabolism, or excretion properties. Task type varies by dataset: regression for continuous measurements (e.g., permeability, clearance, half-life) or binary classification for categorical outcomes (e.g., BBB penetration, CYP inhibition). Dataset: cyp2d6_veith. The compound is Cc1ccc(C)c(NC(=O)C2(C)CC3c4ccccc4C2c2ccccc23)c1. The result is 1 (inhibitor).